Dataset: Catalyst prediction with 721,799 reactions and 888 catalyst types from USPTO. Task: Predict which catalyst facilitates the given reaction. (1) Product: [CH3:24][N:21]1[CH2:22][CH2:23][C@H:19]([O:18][C:16]2[CH:15]=[C:4]([CH:3]=[C:2]([O:1][C:27]3[CH:32]=[CH:31][C:30]([S:33]([CH3:36])(=[O:35])=[O:34])=[CH:29][CH:28]=3)[CH:17]=2)[C:5]([NH:7][C:8]2[CH:13]=[N:12][C:11]([CH3:14])=[CH:10][N:9]=2)=[O:6])[C:20]1=[O:25]. The catalyst class is: 44. Reactant: [OH:1][C:2]1[CH:3]=[C:4]([CH:15]=[C:16]([O:18][C@H:19]2[CH2:23][CH2:22][N:21]([CH3:24])[C:20]2=[O:25])[CH:17]=1)[C:5]([NH:7][C:8]1[CH:13]=[N:12][C:11]([CH3:14])=[CH:10][N:9]=1)=[O:6].F[C:27]1[CH:32]=[CH:31][C:30]([S:33]([CH3:36])(=[O:35])=[O:34])=[CH:29][CH:28]=1.C(=O)([O-])[O-].[K+].[K+]. (2) Reactant: [CH2:1]([OH:7])[C@@H:2]1[O:6][CH2:5][CH2:4][CH2:3]1.[C:8]1([CH3:18])[CH:13]=[CH:12][C:11]([S:14](Cl)(=[O:16])=[O:15])=[CH:10][CH:9]=1. Product: [CH3:18][C:8]1[CH:13]=[CH:12][C:11]([S:14]([O:7][CH2:1][C@H:2]2[CH2:3][CH2:4][CH2:5][O:6]2)(=[O:16])=[O:15])=[CH:10][CH:9]=1. The catalyst class is: 202.